From a dataset of Full USPTO retrosynthesis dataset with 1.9M reactions from patents (1976-2016). Predict the reactants needed to synthesize the given product. The reactants are: Cl[C:2]1[CH:10]=[CH:9][CH:8]=[C:7]([CH3:11])[C:3]=1[C:4]([OH:6])=[O:5].[C:12]1([OH:18])[CH:17]=[CH:16][CH:15]=[CH:14][CH:13]=1.CO. Given the product [CH3:11][C:7]1[CH:8]=[CH:9][CH:10]=[C:2]([O:18][C:12]2[CH:17]=[CH:16][CH:15]=[CH:14][CH:13]=2)[C:3]=1[C:4]([OH:6])=[O:5], predict the reactants needed to synthesize it.